From a dataset of Reaction yield outcomes from USPTO patents with 853,638 reactions. Predict the reaction yield, written as a fraction of the theoretical maximum amount of product (1.0 means a 100% yield; for example, 0.34 means a 34% yield). The reactants are [CH:1]([C:4]1[CH:9]=[CH:8][C:7]([N+:10]([O-])=O)=[CH:6][N:5]=1)([CH3:3])[CH3:2]. The catalyst is CO.[Ni]. The product is [CH:1]([C:4]1[CH:9]=[CH:8][C:7]([NH2:10])=[CH:6][N:5]=1)([CH3:3])[CH3:2]. The yield is 0.520.